From a dataset of Full USPTO retrosynthesis dataset with 1.9M reactions from patents (1976-2016). Predict the reactants needed to synthesize the given product. Given the product [C:7](=[O:8])([S:5][C:1]([CH3:4])([CH3:3])[CH3:2])[O:9][CH:10]([Cl:12])[CH3:11], predict the reactants needed to synthesize it. The reactants are: [C:1]([SH:5])([CH3:4])([CH3:3])[CH3:2].Cl[C:7]([O:9][CH:10]([Cl:12])[CH3:11])=[O:8].CN1CCOCC1.